From a dataset of Retrosynthesis with 50K atom-mapped reactions and 10 reaction types from USPTO. Predict the reactants needed to synthesize the given product. Given the product CCNCC(OCC)OCC, predict the reactants needed to synthesize it. The reactants are: CCN.CCOC(CBr)OCC.